From a dataset of Catalyst prediction with 721,799 reactions and 888 catalyst types from USPTO. Predict which catalyst facilitates the given reaction. (1) Reactant: Cl[C:2]1[CH:11]=[CH:10][C:9]2[C:8]([C:12]([NH:14][CH2:15][C:16]34[CH2:25][CH:20]5[CH2:21][CH:22]([CH2:24][CH:18]([CH2:19]5)[CH2:17]3)[CH2:23]4)=[O:13])=[C:7]([Cl:26])[CH:6]=[CH:5][C:4]=2[N:3]=1.C(N(CC)CC)C.C([O:36][C:37](=[O:45])[CH2:38][CH:39]1[CH2:44][CH2:43][NH:42][CH2:41][CH2:40]1)C. Product: [Cl:26][C:7]1[C:8]([C:12]([NH:14][CH2:15][C:16]23[CH2:25][CH:20]4[CH2:21][CH:22]([CH2:24][CH:18]([CH2:19]4)[CH2:17]2)[CH2:23]3)=[O:13])=[C:9]2[C:4](=[CH:5][CH:6]=1)[N:3]=[C:2]([N:42]1[CH2:43][CH2:44][CH:39]([CH2:38][C:37]([OH:45])=[O:36])[CH2:40][CH2:41]1)[CH:11]=[CH:10]2. The catalyst class is: 10. (2) Reactant: [C:1]([C:5]1[CH:10]=[CH:9][C:8]([S:11]([N:14]([C:18]2[C:19]([C:25]([C:27]3[CH:28]=[N:29][C:30]([C:33]#[N:34])=[CH:31][CH:32]=3)=[O:26])=[N:20][CH:21]=[C:22]([Cl:24])[CH:23]=2)COC)(=[O:13])=[O:12])=[CH:7][CH:6]=1)([CH3:4])([CH3:3])[CH3:2]. Product: [C:1]([C:5]1[CH:10]=[CH:9][C:8]([S:11]([NH:14][C:18]2[C:19]([C:25]([C:27]3[CH:28]=[N:29][C:30]([C:33]#[N:34])=[CH:31][CH:32]=3)=[O:26])=[N:20][CH:21]=[C:22]([Cl:24])[CH:23]=2)(=[O:13])=[O:12])=[CH:7][CH:6]=1)([CH3:4])([CH3:2])[CH3:3]. The catalyst class is: 89. (3) Reactant: [CH2:1]([O:8][C@H:9]([C@@H:14]1[CH2:18][O:17]C(C)(C)[N:15]1[C:21]([O:23][C:24]([CH3:27])([CH3:26])[CH3:25])=[O:22])[C:10]([F:13])([F:12])[F:11])[C:2]1[CH:7]=[CH:6][CH:5]=[CH:4][CH:3]=1.O.C1(C)C=CC(S(O)(=O)=O)=CC=1. Product: [CH2:1]([O:8][C@H:9]([C:10]([F:11])([F:13])[F:12])[C@@H:14]([NH:15][C:21](=[O:22])[O:23][C:24]([CH3:26])([CH3:27])[CH3:25])[CH2:18][OH:17])[C:2]1[CH:3]=[CH:4][CH:5]=[CH:6][CH:7]=1. The catalyst class is: 5. (4) Reactant: [Cl:1][C:2]1[C:3]([O:14][CH:15]2[CH2:20][CH2:19][CH:18]([CH3:21])[CH2:17][CH2:16]2)=[CH:4][CH:5]=[C:6]2[C:11]=1[CH:10]=[C:9]([CH:12]=[O:13])[CH:8]=[CH:7]2.O1CCCC1.[AlH4-].[Li+]. Product: [Cl:1][C:2]1[C:3]([O:14][CH:15]2[CH2:20][CH2:19][CH:18]([CH3:21])[CH2:17][CH2:16]2)=[CH:4][CH:5]=[C:6]2[C:11]=1[CH:10]=[C:9]([CH2:12][OH:13])[CH:8]=[CH:7]2. The catalyst class is: 25.